From a dataset of Catalyst prediction with 721,799 reactions and 888 catalyst types from USPTO. Predict which catalyst facilitates the given reaction. (1) Reactant: [NH2:1][C:2]1[C:7]2[C:8]([C:11]3[CH:16]=[CH:15][C:14]([NH:17][C:18]([C:20]4[N:21]([CH3:29])[C:22]5[C:27]([CH:28]=4)=[CH:26][CH:25]=[CH:24][CH:23]=5)=[O:19])=[C:13]([O:30][CH3:31])[CH:12]=3)=[CH:9][S:10][C:6]=2[C:5](/[CH:32]=[CH:33]/[CH:34]=O)=[CH:4][N:3]=1.[NH:36]1[CH2:40][CH2:39][CH:38]([NH:41]C(=O)OC(C)(C)C)[CH2:37]1.Cl.O1CCOCC1.C(=O)([O-])[O-].[Na+].[Na+]. Product: [NH2:1][C:2]1[C:7]2[C:8]([C:11]3[CH:16]=[CH:15][C:14]([NH:17][C:18]([C:20]4[N:21]([CH3:29])[C:22]5[C:27]([CH:28]=4)=[CH:26][CH:25]=[CH:24][CH:23]=5)=[O:19])=[C:13]([O:30][CH3:31])[CH:12]=3)=[CH:9][S:10][C:6]=2[C:5](/[CH:32]=[CH:33]/[CH2:34][N:36]2[CH2:40][CH2:39][CH:38]([NH2:41])[CH2:37]2)=[CH:4][N:3]=1. The catalyst class is: 5. (2) Product: [CH3:13][C:14]1[CH:19]=[CH:18][CH:17]=[C:16]([CH3:20])[C:15]=1[O:21][CH2:2][C:3]1[CH:4]=[C:5]([CH:8]=[CH:9][C:10]=1[O:11][CH3:12])[CH:6]=[O:7]. The catalyst class is: 10. Reactant: Cl[CH2:2][C:3]1[CH:4]=[C:5]([CH:8]=[CH:9][C:10]=1[O:11][CH3:12])[CH:6]=[O:7].[CH3:13][C:14]1[CH:19]=[CH:18][CH:17]=[C:16]([CH3:20])[C:15]=1[OH:21].C(=O)([O-])[O-].[K+].[K+]. (3) Reactant: Br[C:2]1[S:19][C:5]2[N:6]([CH3:18])[C:7](=[O:17])[N:8]([CH2:11][CH2:12][C:13]([O:15][CH3:16])=[O:14])[C:9](=[O:10])[C:4]=2[C:3]=1[CH3:20].[Cl:21][C:22]1[CH:27]=[CH:26][C:25](B(O)O)=[CH:24][CH:23]=1.C([O-])([O-])=O.[Cs+].[Cs+]. Product: [Cl:21][C:22]1[CH:27]=[CH:26][C:25]([C:2]2[S:19][C:5]3[N:6]([CH3:18])[C:7](=[O:17])[N:8]([CH2:11][CH2:12][C:13]([O:15][CH3:16])=[O:14])[C:9](=[O:10])[C:4]=3[C:3]=2[CH3:20])=[CH:24][CH:23]=1. The catalyst class is: 11. (4) Reactant: [CH:1]([N:4]1[C:12]2[CH:11]=[C:10]([NH:13][C:14]3[CH:19]=[CH:18][N:17]=[C:16]([C:20]([NH2:22])=[O:21])[N:15]=3)[N:9]=[CH:8][C:7]=2[N:6]=[C:5]1[CH3:23])([CH3:3])[CH3:2].CO[C:26](OC)([N:28]([CH3:30])[CH3:29])[CH3:27]. Product: [CH3:29][N:28]([CH3:30])/[C:26](=[N:22]/[C:20]([C:16]1[N:15]=[C:14]([NH:13][C:10]2[N:9]=[CH:8][C:7]3[N:6]=[C:5]([CH3:23])[N:4]([CH:1]([CH3:3])[CH3:2])[C:12]=3[CH:11]=2)[CH:19]=[CH:18][N:17]=1)=[O:21])/[CH3:27]. The catalyst class is: 11.